From a dataset of Catalyst prediction with 721,799 reactions and 888 catalyst types from USPTO. Predict which catalyst facilitates the given reaction. (1) Reactant: [F:1][C:2]1[CH:3]=[C:4]([C:8]2[C:13]([CH3:14])=[CH:12][CH:11]=[CH:10][N:9]=2)[CH:5]=[CH:6][CH:7]=1.ClC1C=CC=C(C(OO)=[O:23])C=1. Product: [F:1][C:2]1[CH:3]=[C:4]([C:8]2[C:13]([CH3:14])=[CH:12][CH:11]=[CH:10][N+:9]=2[O-:23])[CH:5]=[CH:6][CH:7]=1. The catalyst class is: 13. (2) Reactant: I[C:2]1[CH:3]=[C:4]([O:21][C:22]([F:25])([F:24])[F:23])[CH:5]=[C:6]2[C:11]=1[O:10][CH:9]([C:12]([F:15])([F:14])[F:13])[C:8](C(OCC)=O)=[CH:7]2.[CH3:26][CH2:27]OCC.C1C=CC(P(C2C=CC=CC=2)CCCP(C2C=CC=CC=2)C2C=CC=CC=2)=CC=1.[C:60]([O-:63])([O-])=[O:61].[K+].[K+].Cl.[OH2:67]. Product: [C:26]([C:2]1[CH:3]=[C:4]([O:21][C:22]([F:24])([F:25])[F:23])[CH:5]=[C:6]2[C:11]=1[O:10][CH:9]([C:12]([F:14])([F:15])[F:13])[C:8]([C:60]([OH:63])=[O:61])=[CH:7]2)(=[O:67])[CH3:27]. The catalyst class is: 416. (3) Reactant: C(N(C(C)C)CC)(C)C.C1CN([P+](ON2N=NC3C=CC=CC2=3)(N2CCCC2)N2CCCC2)CC1.F[P-](F)(F)(F)(F)F.[NH:43]1[CH2:48][CH2:47][C:46]2([C:56]3[C:51](=[CH:52][CH:53]=[CH:54][CH:55]=3)[NH:50][C:49]2=[O:57])[CH2:45][CH2:44]1.[Br:58][CH2:59][CH2:60][CH2:61][CH2:62][CH2:63][CH2:64][CH2:65][C:66](O)=[O:67]. Product: [Br:58][CH2:59][CH2:60][CH2:61][CH2:62][CH2:63][CH2:64][CH2:65][C:66]([N:43]1[CH2:48][CH2:47][C:46]2([C:56]3[C:51](=[CH:52][CH:53]=[CH:54][CH:55]=3)[NH:50][C:49]2=[O:57])[CH2:45][CH2:44]1)=[O:67]. The catalyst class is: 232. (4) Reactant: Cl.[NH2:2][C@@H:3]1[CH2:5][C@H:4]1[C:6]1[CH:7]=[C:8]([C:12]([N:14]2[CH2:18][CH2:17][CH2:16][CH2:15]2)=[O:13])[CH:9]=[CH:10][CH:11]=1.C(=O)([O-])O.[Na+].[CH:24]1([CH:27]=O)[CH2:26][CH2:25]1.[BH4-].[Na+].[C:39](O[C:39]([O:41][C:42]([CH3:45])([CH3:44])[CH3:43])=[O:40])([O:41][C:42]([CH3:45])([CH3:44])[CH3:43])=[O:40]. Product: [CH:24]1([CH2:27][N:2]([C@@H:3]2[CH2:5][C@H:4]2[C:6]2[CH:11]=[CH:10][CH:9]=[C:8]([C:12]([N:14]3[CH2:15][CH2:16][CH2:17][CH2:18]3)=[O:13])[CH:7]=2)[C:39](=[O:40])[O:41][C:42]([CH3:43])([CH3:44])[CH3:45])[CH2:26][CH2:25]1. The catalyst class is: 87. (5) Reactant: [H-].[Na+].[CH2:3]([C@@H:8]([C@@H:11]([OH:13])[CH3:12])[CH2:9][OH:10])[CH2:4][CH:5]([CH3:7])[CH3:6].Br[CH2:15][CH:16]=[CH2:17].CN(C=O)C. Product: [CH2:17]([O:10][CH2:9][C@@H:8]([CH2:3][CH2:4][CH:5]([CH3:7])[CH3:6])[C@@H:11]([OH:13])[CH3:12])[CH:16]=[CH2:15]. The catalyst class is: 1. (6) Reactant: [CH2:1]([O:8][CH:9]1[CH2:13][C@H:12]([CH2:14]O)[N:11]([C:16]([O:18][C:19]([CH3:22])([CH3:21])[CH3:20])=[O:17])[C@@H:10]1[CH2:23][OH:24])[C:2]1[CH:7]=[CH:6][CH:5]=[CH:4][CH:3]=1.[H-].[Na+]. Product: [C:19]([O:18][C:16]([N:11]1[CH:10]2[CH:9]([O:8][CH2:1][C:2]3[CH:7]=[CH:6][CH:5]=[CH:4][CH:3]=3)[CH2:13][CH:12]1[CH2:14][O:24][CH2:23]2)=[O:17])([CH3:21])([CH3:20])[CH3:22]. The catalyst class is: 1. (7) Reactant: [CH2:1]1[O:11][C:4]2([CH2:9][CH2:8][C:7](=O)[CH2:6][CH2:5]2)[O:3][CH2:2]1.[CH3:12][C:13]1([CH3:21])[O:18][C:17](=[O:19])[CH2:16][C:15](=[O:20])[O:14]1.N1CCCCC1. Product: [O:3]1[C:4]2([CH2:9][CH2:8][C:7](=[C:16]3[C:17](=[O:19])[O:18][C:13]([CH3:21])([CH3:12])[O:14][C:15]3=[O:20])[CH2:6][CH2:5]2)[O:11][CH2:1][CH2:2]1. The catalyst class is: 17. (8) Reactant: [I:1][C:2]1[CH:3]=[C:4]([N:8]=[C:9]=[O:10])[CH:5]=[CH:6][CH:7]=1.[CH3:11][O:12][CH:13]([O:16][CH3:17])[CH2:14][NH2:15]. Product: [CH3:11][O:12][CH:13]([O:16][CH3:17])[CH2:14][NH:15][C:9]([NH:8][C:4]1[CH:5]=[CH:6][CH:7]=[C:2]([I:1])[CH:3]=1)=[O:10]. The catalyst class is: 2. (9) Reactant: [F:1][C:2]1[CH:7]=[CH:6][C:5]([C:8](=[O:13])[NH:9][CH2:10][C:11]#[CH:12])=[CH:4][C:3]=1[S:14](Cl)(=[O:16])=[O:15].[OH:18][CH2:19][C@:20]([OH:37])([CH3:36])[C:21](=[O:35])[C@@H:22]([NH:27][C:28](=[O:34])[O:29][C:30]([CH3:33])([CH3:32])[CH3:31])[CH2:23][CH:24]([CH3:26])[CH3:25].CCN(C(C)C)C(C)C. Product: [F:1][C:2]1[CH:7]=[CH:6][C:5]([C:8](=[O:13])[NH:9][CH2:10][C:11]#[CH:12])=[CH:4][C:3]=1[S:14]([O:18][CH2:19][C@:20]([OH:37])([CH3:36])[C:21](=[O:35])[C@@H:22]([NH:27][C:28]([O:29][C:30]([CH3:31])([CH3:33])[CH3:32])=[O:34])[CH2:23][CH:24]([CH3:26])[CH3:25])(=[O:15])=[O:16]. The catalyst class is: 79.